From a dataset of Catalyst prediction with 721,799 reactions and 888 catalyst types from USPTO. Predict which catalyst facilitates the given reaction. Reactant: [Cl:1][C:2]1[C:3]2[C:7]([CH:8]=[CH:9][CH:10]=1)=[N:6][N:5]1[C:11]([C@H:16]3[CH2:21][CH2:20][N:19](C(OC(C)(C)C)=O)[C@@H:18]([CH3:29])[CH2:17]3)=[CH:12][C:13](=[O:15])[NH:14][C:4]=21.Cl. Product: [ClH:1].[Cl:1][C:2]1[C:3]2[C:7]([CH:8]=[CH:9][CH:10]=1)=[N:6][N:5]1[C:11]([C@H:16]3[CH2:21][CH2:20][NH:19][C@@H:18]([CH3:29])[CH2:17]3)=[CH:12][C:13](=[O:15])[NH:14][C:4]=21. The catalyst class is: 71.